Dataset: Catalyst prediction with 721,799 reactions and 888 catalyst types from USPTO. Task: Predict which catalyst facilitates the given reaction. (1) Reactant: [CH3:1][O:2][C:3](=[O:30])[C:4]1[CH:9]=[CH:8][C:7](F)=[CH:6][C:5]=1[O:11][C:12]1[C:20]2[N:19]=[N:18][N:17]([CH2:21][C:22]3[CH:27]=[CH:26][C:25]([O:28][CH3:29])=[CH:24][CH:23]=3)[C:16]=2[CH:15]=[CH:14][CH:13]=1.[NH:31]1[CH2:36][CH2:35][NH:34][CH2:33][CH2:32]1.ClCCl. Product: [CH3:1][O:2][C:3](=[O:30])[C:4]1[CH:9]=[CH:8][C:7]([N:31]2[CH2:36][CH2:35][NH:34][CH2:33][CH2:32]2)=[CH:6][C:5]=1[O:11][C:12]1[C:20]2[N:19]=[N:18][N:17]([CH2:21][C:22]3[CH:27]=[CH:26][C:25]([O:28][CH3:29])=[CH:24][CH:23]=3)[C:16]=2[CH:15]=[CH:14][CH:13]=1. The catalyst class is: 16. (2) Reactant: C(NC(C)C)(C)C.[Li]CCCC.[Br:13][C:14]1[CH:19]=[C:18]([F:20])[CH:17]=[C:16]([F:21])[CH:15]=1.CN(C)[CH:24]=[O:25]. Product: [Br:13][C:14]1[CH:19]=[C:18]([F:20])[C:17]([CH:24]=[O:25])=[C:16]([F:21])[CH:15]=1. The catalyst class is: 7.